From a dataset of Full USPTO retrosynthesis dataset with 1.9M reactions from patents (1976-2016). Predict the reactants needed to synthesize the given product. (1) Given the product [NH2:14][C:15]1[CH:16]=[C:17]([C:18]([C:40]2[C:41]3[CH:46]=[N:45][CH:44]=[N:43][C:42]=3[N:38]([CH:36]([CH3:37])[CH2:35][OH:34])[CH:39]=2)=[O:19])[CH:24]=[CH:25][N:26]=1, predict the reactants needed to synthesize it. The reactants are: C1(C(=[N:14][C:15]2[CH:16]=[C:17]([CH:24]=[CH:25][N:26]=2)[C:18](N(OC)C)=[O:19])C2C=CC=CC=2)C=CC=CC=1.[Si]([O:34][CH2:35][CH:36]([N:38]1[C:42]2[N:43]=[CH:44][N:45]=[CH:46][C:41]=2[C:40](I)=[CH:39]1)[CH3:37])(C(C)(C)C)(C)C. (2) Given the product [Si:20]([O:13][CH2:12][CH:11]([OH:14])[C:8]1[CH:7]=[CH:6][C:5]([C:1]([CH3:4])([CH3:2])[CH3:3])=[CH:10][CH:9]=1)([C:23]([CH3:26])([CH3:25])[CH3:24])([CH3:22])[CH3:21], predict the reactants needed to synthesize it. The reactants are: [C:1]([C:5]1[CH:10]=[CH:9][C:8]([CH:11]([OH:14])[CH2:12][OH:13])=[CH:7][CH:6]=1)([CH3:4])([CH3:3])[CH3:2].N1C=CN=C1.[Si:20](Cl)([C:23]([CH3:26])([CH3:25])[CH3:24])([CH3:22])[CH3:21].